This data is from Full USPTO retrosynthesis dataset with 1.9M reactions from patents (1976-2016). The task is: Predict the reactants needed to synthesize the given product. (1) Given the product [CH2:40]([O:43][C:44]1[C:55]([O:56][CH3:57])=[C:54]([NH:58][C:19](=[O:21])[C:18]2[CH:22]=[CH:23][C:24]([N+:28]([O-:30])=[O:29])=[C:25]([O:26][CH3:27])[C:17]=2[O:16][CH2:13][CH:14]=[CH2:15])[CH:53]=[CH:52][C:45]=1[C:46]([O:48][CH2:49][CH:50]=[CH2:51])=[O:47])[CH:41]=[CH2:42], predict the reactants needed to synthesize it. The reactants are: ClC(OC(=O)OC(Cl)(Cl)Cl)(Cl)Cl.[CH2:13]([O:16][C:17]1[C:25]([O:26][CH3:27])=[C:24]([N+:28]([O-:30])=[O:29])[CH:23]=[CH:22][C:18]=1[C:19]([OH:21])=O)[CH:14]=[CH2:15].N1C(C)=CC(C)=CC=1C.[CH2:40]([O:43][C:44]1[C:55]([O:56][CH3:57])=[C:54]([NH2:58])[CH:53]=[CH:52][C:45]=1[C:46]([O:48][CH2:49][CH:50]=[CH2:51])=[O:47])[CH:41]=[CH2:42].CCN(C(C)C)C(C)C. (2) Given the product [CH:1]1([C:4]2[N:5]=[C:6]3[CH:11]=[CH:10][C:9]([NH:12][C:32](=[O:33])[C:29]4[CH:28]=[CH:27][C:26]([C:23]5[CH:22]=[CH:21][C:20]([O:19][CH:18]([F:35])[F:17])=[CH:25][N:24]=5)=[CH:31][CH:30]=4)=[CH:8][N:7]3[C:15]=2[CH3:16])[CH2:3][CH2:2]1, predict the reactants needed to synthesize it. The reactants are: [CH:1]1([C:4]2[N:5]=[C:6]3[CH:11]=[CH:10][C:9]([N+:12]([O-])=O)=[CH:8][N:7]3[C:15]=2[CH3:16])[CH2:3][CH2:2]1.[F:17][CH:18]([F:35])[O:19][C:20]1[CH:21]=[CH:22][C:23]([C:26]2[CH:31]=[CH:30][C:29]([C:32](O)=[O:33])=[CH:28][CH:27]=2)=[N:24][CH:25]=1. (3) Given the product [C:1]([O:5][C:6]([N:8]1[CH2:9][CH2:10][N:11]([C:14]2[S:20][C:29]([C:30](=[O:33])[CH2:31][CH3:32])=[CH:16][N:15]=2)[CH2:12][CH2:13]1)=[O:7])([CH3:2])([CH3:3])[CH3:4], predict the reactants needed to synthesize it. The reactants are: [C:1]([O:5][C:6]([N:8]1[CH2:13][CH2:12][N:11]([C:14](=[S:20])[N:15]=[CH:16]N(C)C)[CH2:10][CH2:9]1)=[O:7])([CH3:4])([CH3:3])[CH3:2].C(N(CC)CC)C.Br[CH2:29][C:30](=[O:33])[CH2:31][CH3:32].